Dataset: Peptide-MHC class II binding affinity with 134,281 pairs from IEDB. Task: Regression. Given a peptide amino acid sequence and an MHC pseudo amino acid sequence, predict their binding affinity value. This is MHC class II binding data. (1) The peptide sequence is TLYGPQLSQKIVQIN. The MHC is DRB1_0802 with pseudo-sequence DRB1_0802. The binding affinity (normalized) is 0.767. (2) The peptide sequence is PEMPALYEKKLALYL. The MHC is DRB1_0901 with pseudo-sequence DRB1_0901. The binding affinity (normalized) is 0.586. (3) The binding affinity (normalized) is 0.207. The peptide sequence is KLIGGIGGFIKVRQYDQIPI. The MHC is DRB1_0405 with pseudo-sequence DRB1_0405. (4) The peptide sequence is TGVMRGNHYAFVGVM. The MHC is DRB1_0801 with pseudo-sequence DRB1_0801. The binding affinity (normalized) is 0.431. (5) The peptide sequence is QAGNNLMMIEQYPYV. The MHC is DRB1_1302 with pseudo-sequence DRB1_1302. The binding affinity (normalized) is 0.456. (6) The peptide sequence is YGKDALLHEHYVYAKEGYEP. The MHC is DRB1_0701 with pseudo-sequence DRB1_0701. The binding affinity (normalized) is 0.437. (7) The peptide sequence is CDGSILGAAVNGKKS. The MHC is DRB3_0301 with pseudo-sequence DRB3_0301. The binding affinity (normalized) is 0.416. (8) The peptide sequence is MKGVERLAVMGDTAW. The MHC is HLA-DQA10201-DQB10402 with pseudo-sequence HLA-DQA10201-DQB10402. The binding affinity (normalized) is 0.